From a dataset of Full USPTO retrosynthesis dataset with 1.9M reactions from patents (1976-2016). Predict the reactants needed to synthesize the given product. Given the product [B:25]([C:22]1[CH:21]=[N:20][C:19]([N:12]2[CH2:13][CH2:14][C:9]([NH:8][C:6]([O:5][C:1]([CH3:4])([CH3:2])[CH3:3])=[O:7])([C:15]([OH:17])=[O:16])[CH2:10][CH2:11]2)=[N:24][CH:23]=1)([OH:27])[OH:26], predict the reactants needed to synthesize it. The reactants are: [C:1]([O:5][C:6]([NH:8][C:9]1([C:15]([OH:17])=[O:16])[CH2:14][CH2:13][NH:12][CH2:11][CH2:10]1)=[O:7])([CH3:4])([CH3:3])[CH3:2].Cl[C:19]1[N:24]=[CH:23][C:22]([B:25]([OH:27])[OH:26])=[CH:21][N:20]=1.